Dataset: Full USPTO retrosynthesis dataset with 1.9M reactions from patents (1976-2016). Task: Predict the reactants needed to synthesize the given product. (1) The reactants are: O[C:2]1[CH:7]=[CH:6][N:5]2[N:8]=[CH:9][C:10]([C:11]([O:13][CH2:14][CH3:15])=[O:12])=[C:4]2[N:3]=1.CN([P+](ON1N=NC2C=CC=CC1=2)(N(C)C)N(C)C)C.F[P-](F)(F)(F)(F)F.Cl.[F:44][C:45]1[CH:46]=[CH:47][C:48]([O:57][CH3:58])=[C:49]([CH:51]2[NH:55][CH2:54][C@H:53]([OH:56])[CH2:52]2)[CH:50]=1.CCN(C(C)C)C(C)C. Given the product [F:44][C:45]1[CH:46]=[CH:47][C:48]([O:57][CH3:58])=[C:49]([C@H:51]2[CH2:52][CH:53]([OH:56])[CH2:54][N:55]2[C:2]2[CH:7]=[CH:6][N:5]3[N:8]=[CH:9][C:10]([C:11]([O:13][CH2:14][CH3:15])=[O:12])=[C:4]3[N:3]=2)[CH:50]=1, predict the reactants needed to synthesize it. (2) Given the product [CH3:1][N:2]([C:21]([O:23][CH2:24][C:25]1[CH:30]=[CH:29][CH:28]=[CH:27][CH:26]=1)=[O:22])[CH2:3][CH2:4][OH:5], predict the reactants needed to synthesize it. The reactants are: [CH3:1][NH:2][CH2:3][CH2:4][OH:5].CCN(CC)CC.C1(C)C=CC=CC=1.Cl[C:21]([O:23][CH2:24][C:25]1[CH:30]=[CH:29][CH:28]=[CH:27][CH:26]=1)=[O:22]. (3) Given the product [CH2:1]([O:3][C:4]([C:6]1[N:7]=[C:8]([Br:24])[N:9]([CH:21]([CH3:23])[CH3:22])[C:10]=1[CH:11]([NH:29][C:28]1[CH:30]=[CH:31][CH:32]=[C:26]([Cl:25])[C:27]=1[F:33])[C:13]1[CH:18]=[CH:17][C:16]([Cl:19])=[CH:15][C:14]=1[CH3:20])=[O:5])[CH3:2], predict the reactants needed to synthesize it. The reactants are: [CH2:1]([O:3][C:4]([C:6]1[N:7]=[C:8]([Br:24])[N:9]([CH:21]([CH3:23])[CH3:22])[C:10]=1[CH:11]([C:13]1[CH:18]=[CH:17][C:16]([Cl:19])=[CH:15][C:14]=1[CH3:20])O)=[O:5])[CH3:2].[Cl:25][C:26]1[C:27]([F:33])=[C:28]([CH:30]=[CH:31][CH:32]=1)[NH2:29]. (4) Given the product [S-:3][C:2]#[N:1].[Cl:4][C:5]1[CH:10]=[CH:9][C:8]([CH:11]2[N:15]([C:16]3[CH:21]=[CH:20][C:19]([Cl:22])=[CH:18][C:17]=3[Cl:23])[N:14]=[C:13]([C:24]([NH:26][N:27]3[CH2:28][CH2:29][CH2:30][CH2:31][CH2:32]3)=[O:25])[CH2:12]2)=[CH:7][CH:6]=1, predict the reactants needed to synthesize it. The reactants are: [N:1]#[C:2][SH:3].[Cl:4][C:5]1[CH:10]=[CH:9][C:8]([CH:11]2[N:15]([C:16]3[CH:21]=[CH:20][C:19]([Cl:22])=[CH:18][C:17]=3[Cl:23])[N:14]=[C:13]([C:24]([NH:26][N:27]3[CH2:32][CH2:31][CH2:30][CH2:29][CH2:28]3)=[O:25])[CH2:12]2)=[CH:7][CH:6]=1. (5) Given the product [N:67]1([C:65]([C:62]2[CH:61]=[CH:60][C:59]([C:56]3[CH:57]=[CH:58][C:53]4[N:54]([C:50]([C:49]#[C:48][C:46]5[CH:45]=[CH:44][N:43]=[C:42]([NH:41][C:1](=[O:9])[C:2]6[CH:3]=[CH:4][N:5]=[CH:6][CH:7]=6)[CH:47]=5)=[CH:51][N:52]=4)[N:55]=3)=[CH:64][CH:63]=2)=[O:66])[CH2:68][CH2:69][O:70][CH2:71][CH2:72]1, predict the reactants needed to synthesize it. The reactants are: [C:1]([OH:9])(=O)[C:2]1[CH:7]=[CH:6][N:5]=[CH:4][CH:3]=1.CN(C(ON1N=NC2C=CC=NC1=2)=[N+](C)C)C.F[P-](F)(F)(F)(F)F.CN1CCOCC1.[NH2:41][C:42]1[CH:47]=[C:46]([C:48]#[C:49][C:50]2[N:54]3[N:55]=[C:56]([C:59]4[CH:64]=[CH:63][C:62]([C:65]([N:67]5[CH2:72][CH2:71][O:70][CH2:69][CH2:68]5)=[O:66])=[CH:61][CH:60]=4)[CH:57]=[CH:58][C:53]3=[N:52][CH:51]=2)[CH:45]=[CH:44][N:43]=1. (6) Given the product [OH:30][CH2:24][CH2:2][CH2:1][N:4]1[CH2:9][CH2:8][CH:7]([C:10](=[O:19])[C:11]2[CH:16]=[CH:15][C:14]([O:17][CH3:18])=[CH:13][CH:12]=2)[CH2:6][CH2:5]1, predict the reactants needed to synthesize it. The reactants are: [C:1]([N:4]1[CH2:9][CH2:8][CH:7]([C:10](=[O:19])[C:11]2[CH:16]=[CH:15][C:14]([O:17][CH3:18])=[CH:13][CH:12]=2)[CH2:6][CH2:5]1)(=O)[CH3:2].[Cl-].[Cl-].[Cl-].[Al+3].[C:24]1([O:30]C)C=CC=CC=1.C(N1CCC(C(Cl)=O)CC1)(=O)C. (7) Given the product [CH3:25][CH2:17][CH2:18][CH:19]([CH3:23])[CH3:20].[Cl:16][C:17]1[CH:18]=[C:19]2[C:23](=[CH:24][CH:25]=1)[NH:22][C:21]([C:26]([NH:28][CH:29]1[CH2:38][C:37]3[C:32](=[CH:33][CH:34]=[CH:35][CH:36]=3)[N:31]([CH2:39][CH2:40][NH:41][C:8](=[O:13])[C:9]([F:10])([F:11])[F:12])[C:30]1=[O:42])=[O:27])=[CH:20]2, predict the reactants needed to synthesize it. The reactants are: [BH4-].[Na+].[F:10][C:9]([F:12])([F:11])[C:8](O[C:8](=[O:13])[C:9]([F:12])([F:11])[F:10])=[O:13].[Cl:16][C:17]1[CH:18]=[C:19]2[C:23](=[CH:24][CH:25]=1)[NH:22][C:21]([C:26]([NH:28][CH:29]1[CH2:38][C:37]3[C:32](=[CH:33][CH:34]=[CH:35][CH:36]=3)[N:31]([CH2:39][C:40]#[N:41])[C:30]1=[O:42])=[O:27])=[CH:20]2.